From a dataset of NCI-60 drug combinations with 297,098 pairs across 59 cell lines. Regression. Given two drug SMILES strings and cell line genomic features, predict the synergy score measuring deviation from expected non-interaction effect. Drug 1: CC1=C2C(C(=O)C3(C(CC4C(C3C(C(C2(C)C)(CC1OC(=O)C(C(C5=CC=CC=C5)NC(=O)OC(C)(C)C)O)O)OC(=O)C6=CC=CC=C6)(CO4)OC(=O)C)OC)C)OC. Drug 2: CN(C)N=NC1=C(NC=N1)C(=O)N. Cell line: HCT116. Synergy scores: CSS=30.9, Synergy_ZIP=3.37, Synergy_Bliss=-1.91, Synergy_Loewe=-36.2, Synergy_HSA=0.00389.